Dataset: Full USPTO retrosynthesis dataset with 1.9M reactions from patents (1976-2016). Task: Predict the reactants needed to synthesize the given product. (1) Given the product [C:47]([NH:46][C:43]1[N:44]=[CH:45][C:40]([NH:39][C:35]([CH:16]2[CH:15]([C:11]3[CH:12]=[CH:13][CH:14]=[C:9]([Cl:8])[C:10]=3[F:38])[C:19]([C:22]3[CH:27]=[CH:26][C:25]([Cl:28])=[CH:24][C:23]=3[F:29])([C:20]#[N:21])[CH:18]([CH2:30][C:31]([CH3:33])([CH3:34])[CH3:32])[NH:17]2)=[O:36])=[CH:41][CH:42]=1)(=[O:49])[CH3:48], predict the reactants needed to synthesize it. The reactants are: FC(F)(F)C(O)=O.[Cl:8][C:9]1[C:10]([F:38])=[C:11]([CH:15]2[C:19]([C:22]3[CH:27]=[CH:26][C:25]([Cl:28])=[CH:24][C:23]=3[F:29])([C:20]#[N:21])[CH:18]([CH2:30][C:31]([CH3:34])([CH3:33])[CH3:32])[NH:17][CH:16]2[C:35](O)=[O:36])[CH:12]=[CH:13][CH:14]=1.[NH2:39][C:40]1[CH:41]=[CH:42][C:43]([NH:46][C:47](=[O:49])[CH3:48])=[N:44][CH:45]=1.CN(C(ON1N=NC2C=CC=NC1=2)=[N+](C)C)C.F[P-](F)(F)(F)(F)F.CCN(C(C)C)C(C)C. (2) Given the product [F:38][C:35]1[CH:34]=[CH:33][C:32]([NH:31][C:29]([NH:28][C:25]2[CH:26]=[CH:27][C:22]([O:21][C:12]3[C:11]4[C:16](=[CH:17][C:18]([O:19][CH3:20])=[C:9]([C:7]([OH:8])=[O:6])[CH:10]=4)[N:15]=[CH:14][CH:13]=3)=[CH:23][CH:24]=2)=[O:30])=[CH:37][CH:36]=1, predict the reactants needed to synthesize it. The reactants are: CO.[OH-].[Na+].C[O:6][C:7]([C:9]1[CH:10]=[C:11]2[C:16](=[CH:17][C:18]=1[O:19][CH3:20])[N:15]=[CH:14][CH:13]=[C:12]2[O:21][C:22]1[CH:27]=[CH:26][C:25]([NH:28][C:29]([NH:31][C:32]2[CH:37]=[CH:36][C:35]([F:38])=[CH:34][CH:33]=2)=[O:30])=[CH:24][CH:23]=1)=[O:8].Cl. (3) The reactants are: C(C1C=C2C(=CC=1)N=C(C(OCC)=O)NC2=O)#N.[CH3:19][C:20]1[C:28]2[C:27](=[O:29])[NH:26][C:25]([C:30]([O:32]CC)=O)=[N:24][C:23]=2[S:22][CH:21]=1.NCC1C=C(C=CC=1)N.[NH2:44][CH2:45][C:46]1[CH:47]=[C:48]([CH2:52][NH:53][C:54](=[O:60])[O:55][C:56]([CH3:59])([CH3:58])[CH3:57])[CH:49]=[CH:50][CH:51]=1. Given the product [CH3:19][C:20]1[C:28]2[C:27](=[O:29])[NH:26][C:25]([C:30]([NH:44][CH2:45][C:46]3[CH:47]=[C:48]([CH2:52][NH:53][C:54](=[O:60])[O:55][C:56]([CH3:58])([CH3:57])[CH3:59])[CH:49]=[CH:50][CH:51]=3)=[O:32])=[N:24][C:23]=2[S:22][CH:21]=1, predict the reactants needed to synthesize it. (4) Given the product [OH:8][C:9]1[CH:10]=[C:11]([O:24][CH3:25])[C:12]2[C:13](=[O:23])[C:14]3[C:19]([O:20][C:21]=2[CH:22]=1)=[CH:18][CH:17]=[CH:16][CH:15]=3, predict the reactants needed to synthesize it. The reactants are: C([O:8][C:9]1[CH:10]=[C:11]([O:24][CH3:25])[C:12]2[C:13](=[O:23])[C:14]3[C:19]([O:20][C:21]=2[CH:22]=1)=[CH:18][CH:17]=[CH:16][CH:15]=3)C1C=CC=CC=1.[H][H]. (5) The reactants are: Cl.[CH:2]1([N:5]2[CH2:10][C:9]3([CH2:15][CH2:14][NH:13][CH2:12][CH2:11]3)[O:8][CH2:7][C:6]2=[O:16])[CH2:4][CH2:3]1.[Br:17][C:18]1[CH:23]=[CH:22][C:21]([S:24](Cl)(=[O:26])=[O:25])=[CH:20][C:19]=1[O:28][CH3:29]. Given the product [Br:17][C:18]1[CH:23]=[CH:22][C:21]([S:24]([N:13]2[CH2:12][CH2:11][C:9]3([O:8][CH2:7][C:6](=[O:16])[N:5]([CH:2]4[CH2:4][CH2:3]4)[CH2:10]3)[CH2:15][CH2:14]2)(=[O:26])=[O:25])=[CH:20][C:19]=1[O:28][CH3:29], predict the reactants needed to synthesize it. (6) Given the product [C:16](=[O:17])([O:14][C:11]1[CH:10]=[CH:9][C:8]([CH2:1][CH2:2][CH2:3][CH2:4][CH2:5][CH2:6][CH3:7])=[CH:13][CH:12]=1)[NH2:15], predict the reactants needed to synthesize it. The reactants are: [CH2:1]([C:8]1[CH:13]=[CH:12][C:11]([OH:14])=[CH:10][CH:9]=1)[CH2:2][CH2:3][CH2:4][CH2:5][CH2:6][CH3:7].[NH2:15][C:16](N)=[O:17]. (7) Given the product [N:1]1([CH2:2][CH2:8][CH2:9][S:10][C:12]2[CH:17]=[CH:16][C:15]([C:18]3([C:24]#[N:25])[CH2:23][CH2:22][O:21][CH2:20][CH2:19]3)=[CH:14][CH:13]=2)[CH2:3][CH2:4][CH2:5][CH2:6]1, predict the reactants needed to synthesize it. The reactants are: [N:1]1[C:6](C)=[CH:5][CH:4]=[CH:3][C:2]=1[CH3:8].[CH3:9][S:10]([C:12]1[CH:17]=[CH:16][C:15]([C:18]2([C:24]#[N:25])[CH2:23][CH2:22][O:21][CH2:20][CH2:19]2)=[CH:14][CH:13]=1)=O.FC(F)(F)C(OC(=O)C(F)(F)F)=O.C(=O)([O-])[O-].[K+].[K+].ClCCCN1CCCC1.